Dataset: Full USPTO retrosynthesis dataset with 1.9M reactions from patents (1976-2016). Task: Predict the reactants needed to synthesize the given product. (1) Given the product [CH3:5][CH:3]([CH3:4])[C:2](=[O:1])[CH2:6][C:11]([O:10][C:9]([CH3:13])([CH3:14])[CH3:16])=[O:12], predict the reactants needed to synthesize it. The reactants are: [OH:1][C:2](=[C:6]1[C:11](=[O:12])[O:10][C:9]([CH3:14])([CH3:13])OC1=O)[CH:3]([CH3:5])[CH3:4].[C:16](O)(C)(C)C. (2) Given the product [C:2]([O-:14])(=[O:13])[CH2:3][C:4]([CH2:9][C:10]([O-:12])=[O:11])([C:6]([O-:8])=[O:7])[OH:5].[Ca+2:1].[C:2]([O-:14])(=[O:13])[CH2:3][C:4]([CH2:9][C:10]([O-:12])=[O:11])([C:6]([O-:8])=[O:7])[OH:5].[Ca+2:1].[Ca+2:1], predict the reactants needed to synthesize it. The reactants are: [Ca:1].[C:2]([O-:14])(=[O:13])[CH2:3][C:4]([CH2:9][C:10]([O-:12])=[O:11])([C:6]([O-:8])=[O:7])[OH:5]. (3) Given the product [C:13]1([C:12]2[S:6][N:5]=[C:4]([C:7]([O:9][CH2:10][CH3:11])=[O:8])[N:19]=2)[CH:18]=[CH:17][CH:16]=[CH:15][CH:14]=1, predict the reactants needed to synthesize it. The reactants are: O=C1[S:6][N:5]=[C:4]([C:7]([O:9][CH2:10][CH3:11])=[O:8])O1.[C:12](#[N:19])[C:13]1[CH:18]=[CH:17][CH:16]=[CH:15][CH:14]=1.